This data is from Forward reaction prediction with 1.9M reactions from USPTO patents (1976-2016). The task is: Predict the product of the given reaction. (1) Given the reactants [CH:1]([C:4]1[CH:43]=[CH:42][C:7]([O:8][CH:9]([CH2:15][C:16]2[CH:21]=[CH:20][C:19]([O:22][CH2:23][CH2:24][NH:25][C:26](=[O:41])[C:27]3[CH:32]=[CH:31][C:30]([C:33]4[N:38]=[CH:37][C:36]([O:39][CH3:40])=[CH:35][CH:34]=4)=[CH:29][CH:28]=3)=[CH:18][CH:17]=2)[C:10]([O:12]CC)=[O:11])=[CH:6][CH:5]=1)([CH3:3])[CH3:2].C(C1C=CC(OC(CC2C=CC(OCCNC(=O)C3C=CC(C4C=CC=CN=4)=CC=3)=CC=2)C(O)=O)=CC=1)(C)C.[OH-].[Na+], predict the reaction product. The product is: [CH:1]([C:4]1[CH:5]=[CH:6][C:7]([O:8][CH:9]([CH2:15][C:16]2[CH:17]=[CH:18][C:19]([O:22][CH2:23][CH2:24][NH:25][C:26](=[O:41])[C:27]3[CH:32]=[CH:31][C:30]([C:33]4[N:38]=[CH:37][C:36]([O:39][CH3:40])=[CH:35][CH:34]=4)=[CH:29][CH:28]=3)=[CH:20][CH:21]=2)[C:10]([OH:12])=[O:11])=[CH:42][CH:43]=1)([CH3:3])[CH3:2]. (2) Given the reactants C[O:2][C:3](=[O:43])[CH:4]([NH:15][C:16](=[O:42])[C:17]1[CH:22]=[CH:21][C:20]([CH:23]2[CH2:28][CH2:27][CH2:26][CH:25]([NH:29][CH:30]([C:32]3[C:41]4[C:36](=[CH:37][CH:38]=[CH:39][CH:40]=4)[CH:35]=[CH:34][CH:33]=3)[CH3:31])[CH2:24]2)=[CH:19][CH:18]=1)[CH2:5][C:6]1[C:14]2[C:9](=[CH:10][CH:11]=[CH:12][CH:13]=2)[NH:8][CH:7]=1.COC(=O)[C@@H](NC(=O)C1C=CC([C@H]2CCC[C@H](N[C@@H](C3C4C(=CC=CC=4)C=CC=3)C)C2)=CC=1)CC1C2C(=CC=CC=2)NC=1, predict the reaction product. The product is: [NH:8]1[C:9]2[C:14](=[CH:13][CH:12]=[CH:11][CH:10]=2)[C:6]([CH2:5][C@H:4]([NH:15][C:16](=[O:42])[C:17]2[CH:18]=[CH:19][C:20]([C@H:23]3[CH2:28][CH2:27][CH2:26][C@H:25]([NH:29][C@@H:30]([C:32]4[C:41]5[C:36](=[CH:37][CH:38]=[CH:39][CH:40]=5)[CH:35]=[CH:34][CH:33]=4)[CH3:31])[CH2:24]3)=[CH:21][CH:22]=2)[C:3]([OH:43])=[O:2])=[CH:7]1. (3) Given the reactants C(OC([NH:8][CH2:9][C:10]1[O:14][C:13]([CH3:15])=[N:12][C:11]=1[C:16]([O:18][CH2:19][CH3:20])=[O:17])=O)(C)(C)C.[ClH:21].C(OCC)(=O)C, predict the reaction product. The product is: [ClH:21].[ClH:21].[NH2:8][CH2:9][C:10]1[O:14][C:13]([CH3:15])=[N:12][C:11]=1[C:16]([O:18][CH2:19][CH3:20])=[O:17]. (4) Given the reactants [OH:1][CH:2]1[CH2:7][CH2:6][NH:5][CH2:4][CH2:3]1.C(=O)([O-])[O-].[K+].[K+].C[O:15][C:16](=O)[CH2:17]Br.[NH2:20][NH2:21], predict the reaction product. The product is: [NH2:20][NH:21][C:16](=[O:15])[CH2:17][N:5]1[CH2:6][CH2:7][CH:2]([OH:1])[CH2:3][CH2:4]1. (5) Given the reactants [NH2:1][C:2]1[N:10]=[CH:9][N:8]=[C:7]2[C:3]=1[N:4]=[CH:5][N:6]2[C@H:11]1[C@@H:15]2[O:16][C:17]([CH3:20])([CH3:19])[O:18][C@@H:14]2[C@@H:13]([CH2:21][NH:22][CH2:23][CH2:24][CH2:25][NH:26][C:27]([NH:29][C:30]2[CH:35]=[CH:34][C:33]([C:36]([CH3:39])([CH3:38])[CH3:37])=[CH:32][CH:31]=2)=[O:28])[O:12]1.O=[CH:41][CH2:42][NH:43][C:44](=[O:50])[O:45][C:46]([CH3:49])([CH3:48])[CH3:47].[BH-](OC(C)=O)(OC(C)=O)OC(C)=O.[Na+], predict the reaction product. The product is: [C:46]([O:45][C:44](=[O:50])[NH:43][CH2:42][CH2:41][N:22]([CH2:21][C@@H:13]1[C@@H:14]2[C@@H:15]([O:16][C:17]([CH3:19])([CH3:20])[O:18]2)[C@H:11]([N:6]2[CH:5]=[N:4][C:3]3[C:7]2=[N:8][CH:9]=[N:10][C:2]=3[NH2:1])[O:12]1)[CH2:23][CH2:24][CH2:25][NH:26][C:27]([NH:29][C:30]1[CH:35]=[CH:34][C:33]([C:36]([CH3:39])([CH3:38])[CH3:37])=[CH:32][CH:31]=1)=[O:28])([CH3:49])([CH3:48])[CH3:47]. (6) Given the reactants CC1(C)C2C=CC=C(P(C3C=CC=CC=3)C3C=CC=CC=3)C=2OC2C1=CC=CC=2P(C1C=CC=CC=1)C1C=CC=CC=1.Br[C:44]1[CH:49]=[CH:48][C:47]([C:50]2[O:54][CH:53]=[N:52][C:51]=2[C:55]([O:57][CH2:58][CH3:59])=[O:56])=[CH:46][CH:45]=1.[N:60]1([C:66]([O:68][C:69]([CH3:72])([CH3:71])[CH3:70])=[O:67])[CH2:65][CH2:64][NH:63][CH2:62][CH2:61]1.C(=O)([O-])[O-].[Cs+].[Cs+], predict the reaction product. The product is: [CH2:58]([O:57][C:55]([C:51]1[N:52]=[CH:53][O:54][C:50]=1[C:47]1[CH:48]=[CH:49][C:44]([N:63]2[CH2:62][CH2:61][N:60]([C:66]([O:68][C:69]([CH3:72])([CH3:71])[CH3:70])=[O:67])[CH2:65][CH2:64]2)=[CH:45][CH:46]=1)=[O:56])[CH3:59]. (7) Given the reactants [C:1]([S@:5]([NH:7][C@@:8]([C:20]1[CH:25]=[CH:24][CH:23]=[CH:22][C:21]=1[F:26])([CH:17]([F:19])[F:18])[C:9]([F:16])([F:15])[C:10](OCC)=[O:11])=[O:6])([CH3:4])([CH3:3])[CH3:2].[H-].C([Al+]CC(C)C)C(C)C.C1(C)C=CC=CC=1, predict the reaction product. The product is: [CH3:4][C:1]([S@:5]([NH:7][C@:8]([C:20]1[CH:25]=[CH:24][CH:23]=[CH:22][C:21]=1[F:26])([C:9]([F:15])([F:16])[CH:10]=[O:11])[CH:17]([F:19])[F:18])=[O:6])([CH3:2])[CH3:3]. (8) Given the reactants [C:1]([O:5][C:6]([N:8]1[C@H:13]([C:14]([CH3:22])([CH3:21])[O:15][SiH2:16][C:17]([CH3:20])([CH3:19])[CH3:18])[CH2:12][C@:11]2([CH2:23][OH:24])[C@H:9]1[CH2:10]2)=[O:7])([CH3:4])([CH3:3])[CH3:2].CCN(CC)CC.[CH3:32][S:33](Cl)(=[O:35])=[O:34].C([O-])(O)=O.[Na+], predict the reaction product. The product is: [C:1]([O:5][C:6]([N:8]1[C@H:13]([C:14]([CH3:22])([CH3:21])[O:15][SiH2:16][C:17]([CH3:20])([CH3:19])[CH3:18])[CH2:12][C@:11]2([CH2:23][O:24][S:33]([CH3:32])(=[O:35])=[O:34])[C@H:9]1[CH2:10]2)=[O:7])([CH3:4])([CH3:3])[CH3:2]. (9) Given the reactants Br[C:2]1[CH:20]=[CH:19][C:5]2[N:6]=[C:7]([C@H:9]3[CH2:12][C@H:11]([N:13]4[CH2:17][CH2:16][CH2:15][C@H:14]4C)[CH2:10]3)[S:8][C:4]=2[CH:3]=1.[CH3:21][O:22][C:23]1[N:28]=[CH:27][C:26](B(O)O)=[CH:25][CH:24]=1.N1C=C(B(O)O)C=NC=1, predict the reaction product. The product is: [CH3:21][O:22][C:23]1[N:28]=[CH:27][C:26]([C:2]2[CH:20]=[CH:19][C:5]3[N:6]=[C:7]([C@H:9]4[CH2:10][C@H:11]([N:13]5[CH2:14][CH2:15][CH2:16][CH2:17]5)[CH2:12]4)[S:8][C:4]=3[CH:3]=2)=[CH:25][CH:24]=1. (10) Given the reactants [F:1][C:2]1[CH:3]=[C:4]([C@H:8]2[CH2:12][C@@H:11]([OH:13])[CH2:10][N:9]2[C:14]([O:16][C:17]([CH3:20])([CH3:19])[CH3:18])=[O:15])[CH:5]=[CH:6][CH:7]=1.C(N(CC)CC)C.[CH3:28][S:29](Cl)(=[O:31])=[O:30], predict the reaction product. The product is: [F:1][C:2]1[CH:3]=[C:4]([C@H:8]2[CH2:12][C@@H:11]([O:13][S:29]([CH3:28])(=[O:31])=[O:30])[CH2:10][N:9]2[C:14]([O:16][C:17]([CH3:20])([CH3:19])[CH3:18])=[O:15])[CH:5]=[CH:6][CH:7]=1.